Dataset: Reaction yield outcomes from USPTO patents with 853,638 reactions. Task: Predict the reaction yield, written as a fraction of the theoretical maximum amount of product (1.0 means a 100% yield; for example, 0.34 means a 34% yield). (1) The reactants are C([O:3][C:4]([C:6]1[NH:7][CH:8]=[N:9][C:10]=1[C:11]([CH3:15])([CH3:14])[CH:12]=[CH2:13])=O)C.[H-].[Al+3].[Li+].[H-].[H-].[H-].O. The catalyst is C1COCC1. The product is [CH3:15][C:11]([C:10]1[N:9]=[CH:8][NH:7][C:6]=1[CH2:4][OH:3])([CH3:14])[CH:12]=[CH2:13]. The yield is 1.02. (2) The reactants are [Br:1][C:2]1[CH:10]=[CH:9][C:5]([C:6](Cl)=[O:7])=[CH:4][CH:3]=1.Br[C:12]1[CH:18]=[CH:17][CH:16]=[CH:15][C:13]=1[NH2:14].C([O-])([O-])=O.[Cs+].[Cs+].N1C2C(=CC=C3C=2N=CC=C3)C=CC=1. The catalyst is O1CCOCC1.[Cu]I. The product is [Br:1][C:2]1[CH:10]=[CH:9][C:5]([C:6]2[O:7][C:12]3[CH:18]=[CH:17][CH:16]=[CH:15][C:13]=3[N:14]=2)=[CH:4][CH:3]=1. The yield is 0.870. (3) The reactants are [NH:1]1[CH2:6][CH2:5][C:4](=[O:7])[CH2:3][CH2:2]1.[C:8]([O:11][CH:12](Br)[C:13]1[CH:18]=[CH:17][CH:16]=[CH:15][CH:14]=1)(=[O:10])[CH3:9].C([O-])([O-])=O.[K+].[K+].CCN(CC)CC. The catalyst is CC(C)=O. The product is [O:7]=[C:4]1[CH2:5][CH2:6][N:1]([CH2:9][C:8]([O:11][CH2:12][C:13]2[CH:18]=[CH:17][CH:16]=[CH:15][CH:14]=2)=[O:10])[CH2:2][CH2:3]1. The yield is 0.830. (4) The reactants are Br[C:2]1[CH:11]=[C:10]2[C:5]([NH:6][C@@H:7]([CH3:17])[CH2:8][N:9]2[C:12]([CH:14]2[CH2:16][CH2:15]2)=[O:13])=[CH:4][CH:3]=1.CC1CCCO1.C([O-])(=O)C.[K+].[B:29]1([B:29]2[O:33][C:32]([CH3:35])([CH3:34])[C:31]([CH3:37])([CH3:36])[O:30]2)[O:33][C:32]([CH3:35])([CH3:34])[C:31]([CH3:37])([CH3:36])[O:30]1. The catalyst is C1C=CC(P(C2C=CC=CC=2)[C-]2C=CC=C2)=CC=1.C1C=CC(P(C2C=CC=CC=2)[C-]2C=CC=C2)=CC=1.Cl[Pd]Cl.[Fe+2].ClCCl.O. The product is [CH:14]1([C:12]([N:9]2[C:10]3[C:5](=[CH:4][CH:3]=[C:2]([B:29]4[O:33][C:32]([CH3:35])([CH3:34])[C:31]([CH3:37])([CH3:36])[O:30]4)[CH:11]=3)[NH:6][C@@H:7]([CH3:17])[CH2:8]2)=[O:13])[CH2:16][CH2:15]1. The yield is 0.600. (5) The reactants are Cl[C:2]1[NH:3][C:4]([C:11]2[O:12][CH:13]=[CH:14][CH:15]=2)=[C:5]2[C:9]([N:10]=1)=[N:8][CH:7]=[N:6]2.[CH3:16][Al](C)C.O.CCOC(C)=O. The catalyst is ClCCCl.C1C=CC([P]([Pd]([P](C2C=CC=CC=2)(C2C=CC=CC=2)C2C=CC=CC=2)([P](C2C=CC=CC=2)(C2C=CC=CC=2)C2C=CC=CC=2)[P](C2C=CC=CC=2)(C2C=CC=CC=2)C2C=CC=CC=2)(C2C=CC=CC=2)C2C=CC=CC=2)=CC=1. The product is [O:12]1[CH:13]=[CH:14][CH:15]=[C:11]1[C:4]1[NH:3][C:2]([CH3:16])=[N:10][C:9]2[C:5]=1[N:6]=[CH:7][N:8]=2. The yield is 0.300.